From a dataset of Catalyst prediction with 721,799 reactions and 888 catalyst types from USPTO. Predict which catalyst facilitates the given reaction. (1) Reactant: C([NH:4]/[N:5]=[CH:6]/[C:7]1[CH:17]=[N:16][CH:15]=[C:14]([Cl:18])[C:8]=1[C:9](OCC)=[O:10])(=O)C.[OH-].[Na+].C([O-])(O)=O.[Na+]. Product: [Cl:18][C:14]1[C:8]2[C:9](=[O:10])[NH:4][N:5]=[CH:6][C:7]=2[CH:17]=[N:16][CH:15]=1. The catalyst class is: 12. (2) Reactant: O1[C:5]2([CH2:10][CH2:9][CH:8]([C:11]3[C:16]([OH:17])=[CH:15][CH:14]=[CH:13][N:12]=3)[CH2:7][CH2:6]2)[O:4]CC1.C([O-])(O)=O.[Na+]. Product: [OH:17][C:16]1[C:11]([CH:8]2[CH2:7][CH2:6][C:5](=[O:4])[CH2:10][CH2:9]2)=[N:12][CH:13]=[CH:14][CH:15]=1. The catalyst class is: 10. (3) Reactant: [H-].C([Al+]CC(C)C)C(C)C.[CH2:11]([N:18]1[C:25](=O)[CH2:24][CH:23]2[CH2:27][CH:19]1[CH2:20][CH2:21][CH:22]2[O:28]C(=O)C)[C:12]1[CH:17]=[CH:16][CH:15]=[CH:14][CH:13]=1. Product: [CH2:11]([N:18]1[CH2:25][CH2:24][CH:23]2[CH2:27][CH:19]1[CH2:20][CH2:21][CH:22]2[OH:28])[C:12]1[CH:13]=[CH:14][CH:15]=[CH:16][CH:17]=1. The catalyst class is: 11.